Task: Predict the product of the given reaction.. Dataset: Forward reaction prediction with 1.9M reactions from USPTO patents (1976-2016) (1) Given the reactants [N:1]1([C:7]([N:9]2[CH2:14][CH:13]([C:15]3[CH:20]=[CH:19][C:18]([C:21]([F:24])([F:23])[F:22])=[CH:17][CH:16]=3)[CH2:12][CH:11]([CH2:25][C:26]([O:28]C)=[O:27])[CH2:10]2)=[O:8])[CH2:6][CH2:5][O:4][CH2:3][CH2:2]1.[OH-].[Li+], predict the reaction product. The product is: [N:1]1([C:7]([N:9]2[CH2:14][CH:13]([C:15]3[CH:20]=[CH:19][C:18]([C:21]([F:23])([F:24])[F:22])=[CH:17][CH:16]=3)[CH2:12][CH:11]([CH2:25][C:26]([OH:28])=[O:27])[CH2:10]2)=[O:8])[CH2:6][CH2:5][O:4][CH2:3][CH2:2]1. (2) Given the reactants Br[C:2]1[CH:7]=[CH:6][C:5]([C:8]([N:10]2[CH2:15][CH2:14][N:13]([C:16]3[C:21]([CH3:22])=[CH:20][C:19]([CH3:23])=[CH:18][N:17]=3)[CH2:12][CH2:11]2)=[O:9])=[C:4]([F:24])[CH:3]=1.[C:25]([N:28]1[CH2:32][CH2:31][NH:30][C:29]1=[O:33])(=[O:27])[CH3:26], predict the reaction product. The product is: [C:25]([N:28]1[CH2:32][CH2:31][N:30]([C:2]2[CH:7]=[CH:6][C:5]([C:8]([N:10]3[CH2:15][CH2:14][N:13]([C:16]4[C:21]([CH3:22])=[CH:20][C:19]([CH3:23])=[CH:18][N:17]=4)[CH2:12][CH2:11]3)=[O:9])=[C:4]([F:24])[CH:3]=2)[C:29]1=[O:33])(=[O:27])[CH3:26]. (3) Given the reactants [CH3:1][S:2]([C:5]1[CH:10]=[CH:9][C:8]([C@H:11]([C:29]2[CH:34]=[C:33]([F:35])[CH:32]=[C:31]([F:36])[CH:30]=2)[CH2:12][C:13](N2[C@H](C3C=CC=CC=3)[C@H](C)N(C)C2=O)=[O:14])=[CH:7][CH:6]=1)(=[O:4])=[O:3].[BH4-].[Li+], predict the reaction product. The product is: [F:36][C:31]1[CH:30]=[C:29]([C@@H:11]([C:8]2[CH:9]=[CH:10][C:5]([S:2]([CH3:1])(=[O:4])=[O:3])=[CH:6][CH:7]=2)[CH2:12][CH2:13][OH:14])[CH:34]=[C:33]([F:35])[CH:32]=1. (4) Given the reactants [Cl:1][C:2]1[CH:7]=[C:6]([Cl:8])[CH:5]=[CH:4][C:3]=1B(O)O.[NH2:12][C:13]1[N:14]=[C:15]([N:24]2[CH2:29][CH2:28][N:27]([C:30](=[O:40])[CH2:31][O:32][C:33]3[CH:38]=[CH:37][C:36]([Cl:39])=[CH:35][CH:34]=3)[CH2:26][CH2:25]2)[C:16]2[N:22]=[C:21](Cl)[CH:20]=[CH:19][C:17]=2[N:18]=1, predict the reaction product. The product is: [NH2:12][C:13]1[N:14]=[C:15]([N:24]2[CH2:25][CH2:26][N:27]([C:30](=[O:40])[CH2:31][O:32][C:33]3[CH:38]=[CH:37][C:36]([Cl:39])=[CH:35][CH:34]=3)[CH2:28][CH2:29]2)[C:16]2[N:22]=[C:21]([C:3]3[CH:4]=[CH:5][C:6]([Cl:8])=[CH:7][C:2]=3[Cl:1])[CH:20]=[CH:19][C:17]=2[N:18]=1.